This data is from Merck oncology drug combination screen with 23,052 pairs across 39 cell lines. The task is: Regression. Given two drug SMILES strings and cell line genomic features, predict the synergy score measuring deviation from expected non-interaction effect. (1) Drug 1: O=C(CCCCCCC(=O)Nc1ccccc1)NO. Drug 2: CCN(CC)CCNC(=O)c1c(C)[nH]c(C=C2C(=O)Nc3ccc(F)cc32)c1C. Cell line: MSTO. Synergy scores: synergy=-25.1. (2) Drug 1: CCN(CC)CCNC(=O)c1c(C)[nH]c(C=C2C(=O)Nc3ccc(F)cc32)c1C. Drug 2: CCc1c2c(nc3ccc(O)cc13)-c1cc3c(c(=O)n1C2)COC(=O)C3(O)CC. Cell line: EFM192B. Synergy scores: synergy=13.9.